This data is from Forward reaction prediction with 1.9M reactions from USPTO patents (1976-2016). The task is: Predict the product of the given reaction. Given the reactants [C:1]([C:3]1[C:4]([CH3:15])=[N:5][S:6][C:7]=1[NH:8][C:9](=[O:14])[CH2:10][CH:11]([CH3:13])[CH3:12])#[N:2].[OH:16]O.Cl, predict the reaction product. The product is: [CH3:15][C:4]1[C:3]([C:1]([NH2:2])=[O:16])=[C:7]([NH:8][C:9](=[O:14])[CH2:10][CH:11]([CH3:13])[CH3:12])[S:6][N:5]=1.